Dataset: Experimentally validated miRNA-target interactions with 360,000+ pairs, plus equal number of negative samples. Task: Binary Classification. Given a miRNA mature sequence and a target amino acid sequence, predict their likelihood of interaction. (1) The miRNA is rno-miR-429 with sequence UAAUACUGUCUGGUAAUGCCGU. The protein sequence of the target gene is MMLHSALGLCLLLVTVSSNLAIAIKKEKRPPQTLSRGWGDDITWVQTYEEGLFYAQKSKKPLMVIHHLEDCQYSQALKKVFAQNEEIQEMAQNKFIMLNLMHETTDKNLSPDGQYVPRIMFVDPSLTVRADIAGRYSNRLYTYEPRDLPLLIENMKKALRLIQSEL. Result: 0 (no interaction). (2) The miRNA is hsa-miR-525-5p with sequence CUCCAGAGGGAUGCACUUUCU. The protein sequence of the target gene is MPEIRLRHVVSCSSQDSTHCAENLLKADTYRKWRAAKAGEKTISVVLQLEKEEQIHSVDIGNDGSAFVEVLVGSSAGGAGEQDYEVLLVTSSFMSPSESRSGSNPNRVRMFGPDKLVRAAAEKRWDRVKIVCSQPYSKDSPFGLSFVRFHSPPDKDEAEAPSQKVTVTKLGQFRVKEEDESANSLRPGALFFSRINKTSPVTASDPAGPSYAAATLQASSAASSASPVSRAIGSTSKPQESPKGKRKLDLNQEEKKTPSKPPAQLSPSVPKRPKLPAPTRTPATAPVPARAQGAVTGKPR.... Result: 0 (no interaction). (3) The miRNA is hsa-miR-384 with sequence AUUCCUAGAAAUUGUUCAUA. The protein sequence of the target gene is MSSLGGGSQDAGGSSSSSNTNSSSGSGQKAGGTDKSTAVAATTAPTSVADDAPPPERRNKSGIISEPLNKSLRRSRPLSHYSSFGSSGGGGSMMGVESADKAAAAAASLLANGHDLAAAMAVDKSNPTSKHKSGAVASLLSKAERATELAAEGQLTLQQFAQSTEMLKRVVQEHLPLMSEAGAGLPDMEAVAGAEALNGQSDFPYLGAFPINPGLFIMTPAGVFLAESALHMAGLAEYPMQGELASAISSGKKKRKRCGMCAPCRRRINCEQCSSCRNRKTGHQICKFRKCEELKKKPSA.... Result: 0 (no interaction). (4) The miRNA is hsa-miR-6516-5p with sequence UUUGCAGUAACAGGUGUGAGCA. The protein sequence of the target gene is MERSGGNGGGGGGGGGGGGGYGGSGGGGGGAGVPSEGAAKGLSLLLAKSAEAASGRASQSTPRSAGMDGFLKSDERQRLAKERREEREKCLAAREQQILEKQKRAKLQYEKQIEERWRKLEEQRQREDQKRAAVEEKRKQKLREEEERLEAMMRRSLERTQQLELKKKCSWAGSPGPGGRDGESENTPPLPLTLATSTPPLDTGTTTAAAESTNACDKLSTSTMNLPKQTESPMSKHLSSSTVAISYSPDRALGSPLKSSYKSSPTRTTEKKKNTPISAMGDAGKGAMAGGEPSQMEKMK.... Result: 0 (no interaction). (5) The miRNA is hsa-miR-4666b with sequence UUGCAUGUCAGAUUGUAAUUCCC. The protein sequence of the target gene is MAVEQDIFDAVVMADERFHGEGYQEGYEEGSSLGIVEGKRYGMVHGAKIGSEIGCYRGFALAWKCLLHSGAGEKDSRKMKVVEALIALLQDFPYDDPTYEKLHEDLDRIRGKFRQLCSLLNVQPDFKVTPGGSGLAF. Result: 0 (no interaction). (6) The miRNA is hsa-miR-106a-5p with sequence AAAAGUGCUUACAGUGCAGGUAG. The protein sequence of the target gene is MIPAVVLLLLLLVEQAAALGEPQLCYILDAILFLYGIVLTLLYCRLKIQVRKAAITSYEKSDGVYTGLSTRNQETYETLKHEKPPQ. Result: 0 (no interaction). (7) The miRNA is mmu-miR-301b-3p with sequence CAGUGCAAUGGUAUUGUCAAAGC. The protein sequence of the target gene is MEKMSRQLPLNPTFIPPPYGVLRSLLENPLKLPLHPEDAFSKEKDKGKKLDDESSSPTVPQSAFLGPTLWDKTLPYDGDTFQLEYMDLEEFLSENGIPPSPSQHDHSPHPPGLQPASSTAPSVMDLSSRATAPLHPGIPSPNCMQSPIRPGQLLPANRNTPSPIDPDTIQVPVGYEPDPADLALSSIPGQEMFDPRKRKFSEEELKPQPMIKKARKVFIPDDLKDDKYWARRRKNNMAAKRSRDARRLKENQIAIRASFLEKENSALRQEVADLRKELGKCKNILAKYEARHGPL. Result: 1 (interaction). (8) The miRNA is hsa-miR-495-5p with sequence GAAGUUGCCCAUGUUAUUUUCG. The protein sequence of the target gene is MFQTLIQKVWVPMKPYYTQVYQEIWVGVGLMSLIVYKIRSADKRSKALKGPAPAHGHH. Result: 0 (no interaction). (9) The miRNA is hsa-miR-615-3p with sequence UCCGAGCCUGGGUCUCCCUCUU. The protein sequence of the target gene is MVTGGGAAPPGTVTEPLPSVIVLSAGRKMAAAAAAASGPGCSSAAGAGAAGVSEWLVLRDGCMHCDADGLHSLSYHPALNAILAVTSRGTIKVIDGTSGATLQASALSAKPGGQVKCQYISAVDKVIFVDDYAVGCRKDLNGILLLDTALQTPVSKQDDVVQLELPVTEAQQLLSACLEKVDISSTEGYDLFITQLKDGLKNTSHETAANHKVAKWATVTFHLPHHVLKSIASAIVNELKKINQNVAALPVASSVMDRLSYLLPSARPELGVGPGRSVDRSLMYSEANRRETFTSWPHVG.... Result: 1 (interaction).